From a dataset of Forward reaction prediction with 1.9M reactions from USPTO patents (1976-2016). Predict the product of the given reaction. Given the reactants [OH:1][C:2]1[C:3]([C:18]([NH:20][CH2:21][C:22]([O:24]CC)=[O:23])=[O:19])=[C:4]2[C:9](=[CH:10][C:11]=1[C:12]1[S:13][CH:14]=[C:15]([CH3:17])[N:16]=1)[N:8]=[CH:7][CH:6]=[N:5]2.[OH-].[Na+], predict the reaction product. The product is: [OH:1][C:2]1[C:3]([C:18]([NH:20][CH2:21][C:22]([OH:24])=[O:23])=[O:19])=[C:4]2[C:9](=[CH:10][C:11]=1[C:12]1[S:13][CH:14]=[C:15]([CH3:17])[N:16]=1)[N:8]=[CH:7][CH:6]=[N:5]2.